Dataset: NCI-60 drug combinations with 297,098 pairs across 59 cell lines. Task: Regression. Given two drug SMILES strings and cell line genomic features, predict the synergy score measuring deviation from expected non-interaction effect. (1) Drug 1: CC1CCC2CC(C(=CC=CC=CC(CC(C(=O)C(C(C(=CC(C(=O)CC(OC(=O)C3CCCCN3C(=O)C(=O)C1(O2)O)C(C)CC4CCC(C(C4)OC)O)C)C)O)OC)C)C)C)OC. Drug 2: C1=CN(C=N1)CC(O)(P(=O)(O)O)P(=O)(O)O. Cell line: PC-3. Synergy scores: CSS=2.15, Synergy_ZIP=4.86, Synergy_Bliss=9.26, Synergy_Loewe=5.84, Synergy_HSA=7.47. (2) Drug 1: C1=CC=C(C=C1)NC(=O)CCCCCCC(=O)NO. Drug 2: CC1C(C(CC(O1)OC2CC(OC(C2O)C)OC3=CC4=CC5=C(C(=O)C(C(C5)C(C(=O)C(C(C)O)O)OC)OC6CC(C(C(O6)C)O)OC7CC(C(C(O7)C)O)OC8CC(C(C(O8)C)O)(C)O)C(=C4C(=C3C)O)O)O)O. Cell line: SF-268. Synergy scores: CSS=44.2, Synergy_ZIP=-0.733, Synergy_Bliss=-0.799, Synergy_Loewe=-1.19, Synergy_HSA=0.268. (3) Drug 1: C1=CC(=CC=C1CCC2=CNC3=C2C(=O)NC(=N3)N)C(=O)NC(CCC(=O)O)C(=O)O. Drug 2: CC12CCC3C(C1CCC2OP(=O)(O)O)CCC4=C3C=CC(=C4)OC(=O)N(CCCl)CCCl.[Na+]. Cell line: NCI-H226. Synergy scores: CSS=9.77, Synergy_ZIP=1.52, Synergy_Bliss=3.31, Synergy_Loewe=3.41, Synergy_HSA=3.95. (4) Drug 1: CC1=CC2C(CCC3(C2CCC3(C(=O)C)OC(=O)C)C)C4(C1=CC(=O)CC4)C. Drug 2: C1=NC2=C(N1)C(=S)N=CN2. Cell line: NCIH23. Synergy scores: CSS=10.6, Synergy_ZIP=-1.86, Synergy_Bliss=-3.06, Synergy_Loewe=-31.7, Synergy_HSA=-5.26. (5) Synergy scores: CSS=50.0, Synergy_ZIP=6.34, Synergy_Bliss=9.65, Synergy_Loewe=-9.60, Synergy_HSA=11.2. Drug 2: CC1CCC2CC(C(=CC=CC=CC(CC(C(=O)C(C(C(=CC(C(=O)CC(OC(=O)C3CCCCN3C(=O)C(=O)C1(O2)O)C(C)CC4CCC(C(C4)OC)O)C)C)O)OC)C)C)C)OC. Drug 1: CC12CCC(CC1=CCC3C2CCC4(C3CC=C4C5=CN=CC=C5)C)O. Cell line: A549. (6) Synergy scores: CSS=26.3, Synergy_ZIP=9.82, Synergy_Bliss=16.3, Synergy_Loewe=15.0, Synergy_HSA=16.8. Drug 2: CC1C(C(CC(O1)OC2CC(OC(C2O)C)OC3=CC4=CC5=C(C(=O)C(C(C5)C(C(=O)C(C(C)O)O)OC)OC6CC(C(C(O6)C)O)OC7CC(C(C(O7)C)O)OC8CC(C(C(O8)C)O)(C)O)C(=C4C(=C3C)O)O)O)O. Cell line: TK-10. Drug 1: CN1CCC(CC1)COC2=C(C=C3C(=C2)N=CN=C3NC4=C(C=C(C=C4)Br)F)OC. (7) Drug 1: CC12CCC3C(C1CCC2=O)CC(=C)C4=CC(=O)C=CC34C. Drug 2: C(CCl)NC(=O)N(CCCl)N=O. Cell line: HCC-2998. Synergy scores: CSS=21.6, Synergy_ZIP=1.68, Synergy_Bliss=-1.28, Synergy_Loewe=-4.04, Synergy_HSA=-3.41.